This data is from Full USPTO retrosynthesis dataset with 1.9M reactions from patents (1976-2016). The task is: Predict the reactants needed to synthesize the given product. (1) Given the product [O:30]1[C:34]([C:2]2[C:10]3[C:5](=[CH:6][CH:7]=[C:8]([C:11]#[N:12])[CH:9]=3)[N:4]([CH:13]3[CH2:18][CH2:17][CH2:16][CH2:15][O:14]3)[N:3]=2)=[CH:33][C:32]2[CH:38]=[CH:39][CH:40]=[CH:41][C:31]1=2, predict the reactants needed to synthesize it. The reactants are: Br[C:2]1[C:10]2[C:5](=[CH:6][CH:7]=[C:8]([C:11]#[N:12])[CH:9]=2)[N:4]([CH:13]2[CH2:18][CH2:17][CH2:16][CH2:15][O:14]2)[N:3]=1.P([O-])([O-])([O-])=O.[K+].[K+].[K+].ClCCl.[O:30]1[C:34](B(O)O)=[CH:33][C:32]2[CH:38]=[CH:39][CH:40]=[CH:41][C:31]1=2. (2) Given the product [C:22]([O:21][C:19](=[O:20])[NH:1][CH:2]([C:5]1[CH:10]=[CH:9][CH:8]=[C:7]([Br:11])[CH:6]=1)[CH2:3][OH:4])([CH3:25])([CH3:24])[CH3:23], predict the reactants needed to synthesize it. The reactants are: [NH2:1][CH:2]([C:5]1[CH:10]=[CH:9][CH:8]=[C:7]([Br:11])[CH:6]=1)[CH2:3][OH:4].CCN(CC)CC.[C:19](O[C:19]([O:21][C:22]([CH3:25])([CH3:24])[CH3:23])=[O:20])([O:21][C:22]([CH3:25])([CH3:24])[CH3:23])=[O:20]. (3) Given the product [Br:1][C:2]1[CH:3]=[CH:4][C:5]([CH:8]2[CH2:9][N:10]([CH3:14])[CH2:11][CH2:12][N:13]2[CH2:25][CH2:24][C:17]2[CH:16]=[N:15][N:19]3[CH:20]=[CH:21][CH:22]=[CH:23][C:18]=23)=[CH:6][CH:7]=1, predict the reactants needed to synthesize it. The reactants are: [Br:1][C:2]1[CH:7]=[CH:6][C:5]([CH:8]2[NH:13][CH2:12][CH2:11][N:10]([CH3:14])[CH2:9]2)=[CH:4][CH:3]=1.[N:15]1[N:19]2[CH:20]=[CH:21][CH:22]=[CH:23][C:18]2=[C:17]([CH2:24][CH:25]=O)[CH:16]=1.C(O[BH-](OC(=O)C)OC(=O)C)(=O)C.[Na+]. (4) Given the product [CH2:16]([C:18]1([CH:14]([C:11]2[CH:12]=[CH:13][C:8]([C:5]3[CH:4]=[CH:3][C:2]([F:1])=[CH:7][CH:6]=3)=[CH:9][CH:10]=2)[OH:15])[NH:22][C:21](=[O:23])[NH:20][C:19]1=[O:24])[CH3:17], predict the reactants needed to synthesize it. The reactants are: [F:1][C:2]1[CH:7]=[CH:6][C:5]([C:8]2[CH:13]=[CH:12][C:11]([CH:14]=[O:15])=[CH:10][CH:9]=2)=[CH:4][CH:3]=1.[CH2:16]([CH:18]1[N-:22][C:21](=[O:23])[NH:20][C:19]1=[O:24])[CH3:17].